From a dataset of Caco-2 cell permeability data measuring drug intestinal absorption for ~900 compounds. Regression/Classification. Given a drug SMILES string, predict its absorption, distribution, metabolism, or excretion properties. Task type varies by dataset: regression for continuous measurements (e.g., permeability, clearance, half-life) or binary classification for categorical outcomes (e.g., BBB penetration, CYP inhibition). For this dataset (caco2_wang), we predict Y. (1) The drug is COCCn1cc(C(C(=O)NS(=O)(=O)c2ccc(C)cc2OC)c2ccc3c(c2)OCO3)c2ccc(COC)cc21. The Y is -5.80 log Papp (cm/s). (2) The compound is COc1ccc(-c2cc(=O)c3ccc(OC)cc3o2)cc1. The Y is -4.60 log Papp (cm/s). (3) The compound is C[C@]12C[C@H](O)[C@H]3[C@@H](CCC4=CC(=O)C=C[C@@]43C)[C@@H]1CC[C@]2(O)C(=O)CO. The Y is -4.72 log Papp (cm/s). (4) The compound is O=C1C[C@@H](c2ccc(C[C@H](NS(=O)(=O)c3ccccc3)c3nc4ccccc4[nH]3)cc2F)S(=O)([O-])=N1. The Y is -6.52 log Papp (cm/s). (5) The molecule is Cc1ccc2c(=O)c3cccc(CC(=O)OC4OC(C(=O)O)[C@@H](O)[C@@H](O)[C@@H]4O)c3oc2c1C. The Y is -6.52 log Papp (cm/s). (6) The compound is CC1CCC(O)CCCCCc2cc(O)cc(O)c2C(=O)OC1. The Y is -4.82 log Papp (cm/s). (7) The molecule is COc1ccc2cc([C@H](C)C(=O)O)ccc2c1. The Y is -4.66 log Papp (cm/s).